This data is from Full USPTO retrosynthesis dataset with 1.9M reactions from patents (1976-2016). The task is: Predict the reactants needed to synthesize the given product. (1) Given the product [F:1][C:2]1[CH:7]=[CH:6][C:5]([NH:35][C:36]2[CH:45]=[C:44]([I:46])[CH:43]=[CH:42][C:37]=2[C:38]([O:40][CH3:41])=[O:39])=[CH:4][CH:3]=1, predict the reactants needed to synthesize it. The reactants are: [F:1][C:2]1[CH:7]=[CH:6][C:5](B(O)O)=[CH:4][CH:3]=1.C(O)(=O)CCCCCCCCCCCCC.N1C(C)=CC=CC=1C.[NH2:35][C:36]1[CH:45]=[C:44]([I:46])[CH:43]=[CH:42][C:37]=1[C:38]([O:40][CH3:41])=[O:39].Cl. (2) Given the product [CH2:1]([O:3][C:4]1[CH:15]=[CH:14][C:7]([CH2:8][C@H:9]([N:10]2[C:25](=[O:26])[C:24]3[C:23](=[CH:30][CH:29]=[CH:28][CH:27]=3)[C:22]2=[O:31])[C:11]([OH:13])=[O:12])=[CH:6][CH:5]=1)[CH3:2], predict the reactants needed to synthesize it. The reactants are: [CH2:1]([O:3][C:4]1[CH:15]=[CH:14][C:7]([CH2:8][C@@H:9]([C:11]([OH:13])=[O:12])[NH2:10])=[CH:6][CH:5]=1)[CH3:2].C(N1[C:25](=[O:26])[C:24]2=[CH:27][CH:28]=[CH:29][CH:30]=[C:23]2[C:22]1=[O:31])(OCC)=O.C(=O)([O-])[O-].[Na+].[Na+].Cl. (3) Given the product [O:62]=[S:59]1(=[O:63])[CH2:60][CH2:61][N:56]([C:19]([C:18]2[CH:17]=[N:16][C:15]([O:14][CH2:13][C:12]3[C:8]([C:5]4[CH:4]=[CH:3][C:2]([F:1])=[CH:7][CH:6]=4)=[N:9][O:10][C:11]=3[CH3:24])=[CH:23][CH:22]=2)=[O:21])[CH2:57][CH2:58]1, predict the reactants needed to synthesize it. The reactants are: [F:1][C:2]1[CH:7]=[CH:6][C:5]([C:8]2[C:12]([CH2:13][O:14][C:15]3[CH:23]=[CH:22][C:18]([C:19]([OH:21])=O)=[CH:17][N:16]=3)=[C:11]([CH3:24])[O:10][N:9]=2)=[CH:4][CH:3]=1.F[B-](F)(F)F.N1(OC(N(C)C)=[N+](C)C)C2C=CC=CC=2N=N1.C(N(CC)C(C)C)(C)C.[NH:56]1[CH2:61][CH2:60][S:59](=[O:63])(=[O:62])[CH2:58][CH2:57]1. (4) Given the product [Cl:3][C:4]1[CH:9]=[CH:8][C:7]([C:18](=[O:17])[CH2:19][C:23](=[O:24])[CH3:22])=[CH:6][CH:5]=1, predict the reactants needed to synthesize it. The reactants are: [H-].[Na+].[Cl:3][C:4]1[CH:9]=[CH:8][C:7](CC(=O)C)=[CH:6][CH:5]=1.C([O:17][CH2:18][CH3:19])(=O)C.Cl.C1C[O:24][CH2:23][CH2:22]1. (5) Given the product [CH:1]1([O:6][CH2:7][CH2:8][O:9][C:10]2[CH:20]=[CH:19][C:13]([O:14][CH2:15][CH:16]([OH:17])[CH2:18][NH:44][CH2:45][CH2:46][CH2:47][C:42]([NH:44][C:45]3[CH:46]=[CH:47][CH:48]=[CH:49][CH:50]=3)=[O:43])=[CH:12][CH:11]=2)[CH2:5][CH2:4][CH2:3][CH2:2]1, predict the reactants needed to synthesize it. The reactants are: [CH:1]1([O:6][CH2:7][CH2:8][O:9][C:10]2[CH:20]=[CH:19][C:13]([O:14][CH2:15][CH:16]3[CH2:18][O:17]3)=[CH:12][CH:11]=2)[CH2:5][CH2:4][CH2:3][CH2:2]1.C1(OCCOC2C=CC(OCC(O)CNCCN[C:42]([NH:44][C:45]3[CH:50]=[CH:49][CH:48]=[CH:47][C:46]=3O)=[O:43])=CC=2)CCCC1.